Dataset: Full USPTO retrosynthesis dataset with 1.9M reactions from patents (1976-2016). Task: Predict the reactants needed to synthesize the given product. (1) Given the product [S:1]1[C:5]2[CH:6]=[CH:7][CH:8]=[CH:9][C:4]=2[C:3]([N:10]2[CH2:15][CH2:14][N:13]([CH2:16][CH2:17][C:18]3[CH:23]=[C:22]([F:24])[CH:21]=[CH:20][C:19]=3[NH:25][C:26](=[O:28])[CH3:27])[CH2:12][CH2:11]2)=[N:2]1, predict the reactants needed to synthesize it. The reactants are: [S:1]1[C:5]2[CH:6]=[CH:7][CH:8]=[CH:9][C:4]=2[C:3]([N:10]2[CH2:15][CH2:14][N:13]([CH2:16][CH2:17][C:18]3[CH:23]=[C:22]([F:24])[CH:21]=[CH:20][C:19]=3[NH2:25])[CH2:12][CH2:11]2)=[N:2]1.[C:26](Cl)(=[O:28])[CH3:27]. (2) Given the product [CH2:2]([O:4][C:5]([C:7]1[CH:8]=[C:9]2[C:14](=[CH:15][CH:16]=1)[CH2:13][N:12]([CH2:29][C:28]([N:19]1[CH2:20][CH2:21][N:22]([CH:24]3[CH2:27][CH2:26][CH2:25]3)[CH2:23][CH2:18]1)=[O:30])[CH2:11][CH2:10]2)=[O:6])[CH3:3], predict the reactants needed to synthesize it. The reactants are: Cl.[CH2:2]([O:4][C:5]([C:7]1[CH:8]=[C:9]2[C:14](=[CH:15][CH:16]=1)[CH2:13][NH:12][CH2:11][CH2:10]2)=[O:6])[CH3:3].Cl[CH:18]1[CH2:23][N:22]([CH:24]2[CH2:27][CH2:26][CH2:25]2)[CH2:21][CH2:20][NH:19]1.[C:28](N)(=[O:30])[CH3:29].C([O-])([O-])=O.[K+].[K+].[Na+].[I-].